From a dataset of Reaction yield outcomes from USPTO patents with 853,638 reactions. Predict the reaction yield, written as a fraction of the theoretical maximum amount of product (1.0 means a 100% yield; for example, 0.34 means a 34% yield). (1) The product is [CH3:1][N:2]1[C:10]2[C:5](=[CH:6][CH:7]=[CH:8][CH:9]=2)[CH:4]=[C:3]1[C:11]([NH:13][C@H:14]([C:16]([NH:18][C@H:19]([CH:24]=[O:25])[CH2:20][C:21]([OH:23])=[O:22])=[O:17])[CH2:15][C:35]1[CH:34]=[CH:5][CH:4]=[CH:3][CH:11]=1)=[O:12]. The yield is 0.250. The reactants are [CH3:1][N:2]1[C:10]2[C:5](=[CH:6][CH:7]=[CH:8][CH:9]=2)[CH:4]=[C:3]1[C:11]([N:13](C1C=CC=CC=1)[C@H:14]([C:16]([NH:18][C@H:19]([CH:24]=[O:25])[CH2:20][C:21]([OH:23])=[O:22])=[O:17])[CH3:15])=[O:12].C=O.[C:34](O)(=O)[CH3:35]. The catalyst is CO. (2) The yield is 0.170. The product is [C:20]([C:21]1[CH:22]=[C:23]([NH2:24])[N:14]([C:10]2[CH:11]=[CH:12][CH:13]=[C:8]([O:1][C:2]3[CH:3]=[CH:4][CH:5]=[CH:6][CH:7]=3)[CH:9]=2)[N:15]=1)([CH3:27])([CH3:26])[CH3:19]. The reactants are [O:1]([C:8]1[CH:9]=[C:10]([NH2:14])[CH:11]=[CH:12][CH:13]=1)[C:2]1[CH:7]=[CH:6][CH:5]=[CH:4][CH:3]=1.[N:15]([O-])=O.[Na+].[CH3:19][C:20]([CH3:27])([CH3:26])[C:21](=O)[CH2:22][C:23]#[N:24].CCO. The catalyst is O.Cl.